This data is from Reaction yield outcomes from USPTO patents with 853,638 reactions. The task is: Predict the reaction yield, written as a fraction of the theoretical maximum amount of product (1.0 means a 100% yield; for example, 0.34 means a 34% yield). (1) The reactants are [C:1]([O:5][C:6](=[O:9])[CH2:7][NH2:8])([CH3:4])([CH3:3])[CH3:2].[CH3:10][C:11]([CH3:15])([CH3:14])[CH:12]=O. The catalyst is C(Cl)Cl. The product is [C:1]([O:5][C:6](=[O:9])[CH2:7]/[N:8]=[CH:10]/[C:11]([CH3:15])([CH3:14])[CH3:12])([CH3:4])([CH3:3])[CH3:2]. The yield is 1.00. (2) The reactants are C1(C)C=CC=CC=1.[CH3:8][O:9][C:10]1[CH:15]=[CH:14][CH:13]=[CH:12][C:11]=1I.[C:17]([C:19]1([OH:28])[CH:24]([CH3:25])[CH2:23][CH2:22][CH2:21][C:20]1([CH3:27])[CH3:26])#[CH:18].C(NC(C)C)(C)C. The catalyst is [Cu]I.O. The product is [CH3:8][O:9][C:10]1[CH:15]=[CH:14][CH:13]=[CH:12][C:11]=1[C:18]#[C:17][C:19]1([OH:28])[CH:24]([CH3:25])[CH2:23][CH2:22][CH2:21][C:20]1([CH3:27])[CH3:26]. The yield is 0.660. (3) The product is [F:1][C@H:2]1[CH2:6][N:5]([C:7]([O:9][C:10]([CH3:12])([CH3:11])[CH3:13])=[O:8])[C@H:4]([C:14](=[O:37])[NH:15][CH2:16][C:17]2[C:22]([F:23])=[CH:21][N:20]=[C:19]([C:39]3[CH:40]=[CH:41][C:42]([S:45]([F:48])([F:46])([F:50])([F:47])[F:49])=[CH:43][CH:44]=3)[CH:18]=2)[CH2:3]1. The reactants are [F:1][C@H:2]1[CH2:6][N:5]([C:7]([O:9][C:10]([CH3:13])([CH3:12])[CH3:11])=[O:8])[C@H:4]([C:14](=[O:37])[NH:15][CH2:16][C:17]2[C:22]([F:23])=[CH:21][N:20]=[C:19]([Sn](CCCC)(CCCC)CCCC)[CH:18]=2)[CH2:3]1.Br[C:39]1[CH:44]=[CH:43][C:42]([S:45]([F:50])([F:49])([F:48])([F:47])[F:46])=[CH:41][CH:40]=1.[F-].[Cs+]. The catalyst is S1C=CC=C1C([O-])=O.[Cu+].C1(C)C=CC=CC=1. The yield is 0.440. (4) The reactants are [F:1][C:2]1[CH:7]=[CH:6][CH:5]=[C:4]([C:8]([F:11])([F:10])[F:9])[C:3]=1[C:12]1[CH:17]=[CH:16][C:15]([NH2:18])=[C:14]([N+:19]([O-])=O)[CH:13]=1.CCO.[Cl-].[NH4+]. The catalyst is [Fe].O. The product is [F:1][C:2]1[CH:7]=[CH:6][CH:5]=[C:4]([C:8]([F:11])([F:10])[F:9])[C:3]=1[C:12]1[CH:17]=[CH:16][C:15]([NH2:18])=[C:14]([NH2:19])[CH:13]=1. The yield is 0.980. (5) The reactants are [C:1]1([N:7]2[C:11]([C:12]3[CH:17]=[CH:16][CH:15]=[CH:14][CH:13]=3)=[CH:10][CH:9]=[C:8]2[C:18]2[CH:19]=[C:20]3[C:25](=[CH:26][CH:27]=2)[CH:24]=[C:23]([OH:28])[CH:22]=[CH:21]3)[CH:6]=[CH:5][CH:4]=[CH:3][CH:2]=1.Br[CH2:30][C:31]#[N:32].C(=O)([O-])[O-].[Cs+].[Cs+]. No catalyst specified. The product is [C:1]1([N:7]2[C:11]([C:12]3[CH:13]=[CH:14][CH:15]=[CH:16][CH:17]=3)=[CH:10][CH:9]=[C:8]2[C:18]2[CH:19]=[C:20]3[C:25](=[CH:26][CH:27]=2)[CH:24]=[C:23]([O:28][CH2:30][C:31]#[N:32])[CH:22]=[CH:21]3)[CH:2]=[CH:3][CH:4]=[CH:5][CH:6]=1. The yield is 0.770. (6) The yield is 0.590. The product is [C:6]1([CH3:4])[CH:11]=[CH:10][CH:9]=[CH:8][CH:7]=1.[CH3:1][OH:2]. The reactants are [CH3:1][O:2]C(=O)[C:4](C)([C:6]1[CH:11]=[CH:10][CH:9]=[CH:8][CH:7]=1)C.ClS(O)(=O)=O. The catalyst is C(Cl)Cl. (7) The reactants are [CH:1]1([C:7]2[C:11]([CH2:12][CH2:13][CH2:14][OH:15])=[CH:10][N:9]([C:16]3[CH:21]=[CH:20][C:19]([C:22]([F:25])([F:24])[F:23])=[CH:18][N:17]=3)[N:8]=2)[CH2:6][CH2:5][CH2:4][CH2:3][CH2:2]1.O[C:27]1[C:31]([CH2:32][C:33]([O:35]C)=[O:34])=[CH:30][N:29]([CH3:37])[N:28]=1.C(P(CCCC)CCCC)CCC.N(C(N1CCCCC1)=O)=NC(N1CCCCC1)=O. The catalyst is O1CCCC1. The product is [CH:1]1([C:7]2[C:11]([CH2:12][CH2:13][CH2:14][O:15][C:27]3[C:31]([CH2:32][C:33]([OH:35])=[O:34])=[CH:30][N:29]([CH3:37])[N:28]=3)=[CH:10][N:9]([C:16]3[CH:21]=[CH:20][C:19]([C:22]([F:23])([F:24])[F:25])=[CH:18][N:17]=3)[N:8]=2)[CH2:6][CH2:5][CH2:4][CH2:3][CH2:2]1. The yield is 0.820. (8) The reactants are [NH2:1][C:2]1[N:7]=[CH:6][C:5]([O:8][C:9]2[CH:10]=[CH:11][C:12]([F:37])=[C:13]([NH:15][C:16]([NH:18][C:19]3[N:23]([C:24]4[CH:25]=[C:26]5[C:31](=[CH:32][CH:33]=4)[N:30]=[CH:29][CH:28]=[CH:27]5)[N:22]=[C:21]([CH:34]([CH3:36])[CH3:35])[CH:20]=3)=[O:17])[CH:14]=2)=[CH:4][CH:3]=1.N1C=CC=CC=1.[C:44](OC(=O)C)(=[O:46])[CH3:45]. The catalyst is C(Cl)Cl. The product is [C:44]([NH:1][C:2]1[N:7]=[CH:6][C:5]([O:8][C:9]2[CH:10]=[CH:11][C:12]([F:37])=[C:13]([NH:15][C:16]([NH:18][C:19]3[N:23]([C:24]4[CH:25]=[C:26]5[C:31](=[CH:32][CH:33]=4)[N:30]=[CH:29][CH:28]=[CH:27]5)[N:22]=[C:21]([CH:34]([CH3:35])[CH3:36])[CH:20]=3)=[O:17])[CH:14]=2)=[CH:4][CH:3]=1)(=[O:46])[CH3:45]. The yield is 0.440. (9) The reactants are [Cl:1][C:2]1[CH:3]=[C:4]([C:8]2[CH:9]=[C:10]([CH2:16][N:17]3[CH:21]=[N:20][C:19]([C:22]([O:24]C)=O)=[N:18]3)[CH:11]=[N:12][C:13]=2[O:14][CH3:15])[CH:5]=[CH:6][CH:7]=1.[NH3:26]. The catalyst is CO. The product is [Cl:1][C:2]1[CH:3]=[C:4]([C:8]2[CH:9]=[C:10]([CH2:16][N:17]3[CH:21]=[N:20][C:19]([C:22]([NH2:26])=[O:24])=[N:18]3)[CH:11]=[N:12][C:13]=2[O:14][CH3:15])[CH:5]=[CH:6][CH:7]=1. The yield is 0.770. (10) The reactants are [F:1][C:2]1[C:10]([N+:11]([O-:13])=[O:12])=[CH:9][CH:8]=[C:7]([F:14])[C:3]=1[C:4]([OH:6])=O.Cl.[NH:16]1[CH2:20][CH2:19][CH2:18][C@H:17]1[C:21]([O:23][CH3:24])=[O:22].C(N(CC)CC)C.C(=O)([O-])O.[Na+]. The catalyst is S(Cl)(Cl)=O.ClCCl. The product is [F:1][C:2]1[C:10]([N+:11]([O-:13])=[O:12])=[CH:9][CH:8]=[C:7]([F:14])[C:3]=1[C:4]([N:16]1[CH2:20][CH2:19][CH2:18][C@H:17]1[C:21]([O:23][CH3:24])=[O:22])=[O:6]. The yield is 0.830.